Dataset: Full USPTO retrosynthesis dataset with 1.9M reactions from patents (1976-2016). Task: Predict the reactants needed to synthesize the given product. Given the product [OH:3][CH:1]([C:4]1[C:9]([C:10]2[CH:15]=[CH:14][CH:13]=[CH:12][CH:11]=2)=[N:8][N:7]([CH3:16])[C:6](=[O:17])[CH:5]=1)[CH3:2], predict the reactants needed to synthesize it. The reactants are: [C:1]([C:4]1[C:9]([C:10]2[CH:15]=[CH:14][CH:13]=[CH:12][CH:11]=2)=[N:8][N:7]([CH3:16])[C:6](=[O:17])[CH:5]=1)(=[O:3])[CH3:2].